From a dataset of TCR-epitope binding with 47,182 pairs between 192 epitopes and 23,139 TCRs. Binary Classification. Given a T-cell receptor sequence (or CDR3 region) and an epitope sequence, predict whether binding occurs between them. (1) The epitope is KLSYGIATV. The TCR CDR3 sequence is CASSYDRDYEQYF. Result: 1 (the TCR binds to the epitope). (2) The epitope is VTEHDTLLY. The TCR CDR3 sequence is CASSYLAGEGYEQYF. Result: 1 (the TCR binds to the epitope).